This data is from Full USPTO retrosynthesis dataset with 1.9M reactions from patents (1976-2016). The task is: Predict the reactants needed to synthesize the given product. (1) The reactants are: [NH2:1][C:2]1[C:3]([CH3:26])=[CH:4][C:5]([F:25])=[C:6]([CH:24]=1)[C:7]([NH:9][CH2:10][C:11]1[CH:16]=[CH:15][CH:14]=[CH:13][C:12]=1[N:17]1[CH2:22][CH2:21][N:20]([CH3:23])[CH2:19][CH2:18]1)=[O:8].[Br:27][C:28]1[CH:33]=[CH:32][N:31]2[C:34]([C:37](NC3C=C(C(=O)NCCOC(C)(C)C)C=CC=3F)=[O:38])=[CH:35][N:36]=[C:30]2[CH:29]=1. Given the product [Br:27][C:28]1[CH:33]=[CH:32][N:31]2[C:34]([C:37]([NH:1][C:2]3[CH:24]=[C:6]([C:7](=[O:8])[NH:9][CH2:10][C:11]4[CH:16]=[CH:15][CH:14]=[CH:13][C:12]=4[N:17]4[CH2:22][CH2:21][N:20]([CH3:23])[CH2:19][CH2:18]4)[C:5]([F:25])=[CH:4][C:3]=3[CH3:26])=[O:38])=[CH:35][N:36]=[C:30]2[CH:29]=1, predict the reactants needed to synthesize it. (2) Given the product [CH2:1]([O:3][C:4](=[O:38])[CH2:5][CH2:6][CH2:7][O:8][C:9]1[CH:14]=[CH:13][CH:12]=[C:11]([CH2:15][CH2:16][CH2:17][CH2:18][CH2:19][CH2:20][O:21][C:22]2[CH:27]=[C:26]([CH2:28][O:29][CH2:40][CH3:41])[CH:25]=[C:24]([Br:30])[CH:23]=2)[C:10]=1[CH2:31][CH2:32][C:33]([O:35][CH2:36][CH3:37])=[O:34])[CH3:2], predict the reactants needed to synthesize it. The reactants are: [CH2:1]([O:3][C:4](=[O:38])[CH2:5][CH2:6][CH2:7][O:8][C:9]1[CH:14]=[CH:13][CH:12]=[C:11]([CH2:15][CH2:16][CH2:17][CH2:18][CH2:19][CH2:20][O:21][C:22]2[CH:27]=[C:26]([CH2:28][OH:29])[CH:25]=[C:24]([Br:30])[CH:23]=2)[C:10]=1[CH2:31][CH2:32][C:33]([O:35][CH2:36][CH3:37])=[O:34])[CH3:2].I[CH2:40][CH3:41].[H-].[Na+]. (3) Given the product [CH:13]1([O:1][N:2]2[C:3](=[O:12])[C:4]3[C:5](=[CH:8][CH:9]=[CH:10][CH:11]=3)[C:6]2=[O:7])[CH2:14][CH2:15][CH2:16][CH2:22][CH2:23]1, predict the reactants needed to synthesize it. The reactants are: [OH:1][N:2]1[C:6](=[O:7])[C:5]2=[CH:8][CH:9]=[CH:10][CH:11]=[C:4]2[C:3]1=[O:12].[CH2:13]1[CH2:23][CH2:22]N2[C:16](=NCCC2)[CH2:15][CH2:14]1.C1(Br)CCCCC1. (4) Given the product [Cl:16][C:17]1[CH:22]=[C:21]([N:23]2[CH2:28][CH2:27][O:26][CH2:25][CH2:24]2)[N:20]=[C:19]([CH2:29][CH2:30][NH2:31])[N:18]=1, predict the reactants needed to synthesize it. The reactants are: ClC1C=C(N2CCOCC2)N=C(CN)N=1.[Cl:16][C:17]1[CH:22]=[C:21]([N:23]2[CH2:28][CH2:27][O:26][CH2:25][CH2:24]2)[N:20]=[C:19]([CH2:29][C:30]#[N:31])[N:18]=1. (5) The reactants are: [NH2:1][C:2]1[CH:3]=[CH:4][C:5]([C:8]([NH2:10])=[NH:9])=[N:6][CH:7]=1.C([O:13][C:14](=O)[CH2:15][C:16]([CH3:18])=O)C.C(=O)([O-])[O-].[Na+].[Na+]. Given the product [NH2:1][C:2]1[CH:3]=[CH:4][C:5]([C:8]2[N:10]=[C:14]([OH:13])[CH:15]=[C:16]([CH3:18])[N:9]=2)=[N:6][CH:7]=1, predict the reactants needed to synthesize it. (6) The reactants are: [C:1]([O:5][C:6]([N:8]1[CH2:13][CH2:12][CH:11]([NH:14][C:15]2[CH:20]=[CH:19][C:18]([C:21]3([CH3:26])[O:25][CH2:24][CH2:23][O:22]3)=[CH:17][CH:16]=2)[CH2:10][CH2:9]1)=[O:7])([CH3:4])([CH3:3])[CH3:2].[Cl:27][C:28]1[CH:29]=[CH:30][C:31]([F:36])=[C:32]([CH:35]=1)[CH2:33]Br. Given the product [C:1]([O:5][C:6]([N:8]1[CH2:9][CH2:10][CH:11]([N:14]([CH2:33][C:32]2[CH:35]=[C:28]([Cl:27])[CH:29]=[CH:30][C:31]=2[F:36])[C:15]2[CH:20]=[CH:19][C:18]([C:21]3([CH3:26])[O:22][CH2:23][CH2:24][O:25]3)=[CH:17][CH:16]=2)[CH2:12][CH2:13]1)=[O:7])([CH3:4])([CH3:2])[CH3:3], predict the reactants needed to synthesize it. (7) Given the product [NH2:18][C:10]1[CH:11]=[C:12]([CH:16]=[CH:17][C:9]=1[O:8][CH3:7])[C:13]([NH:26][C:25]1[CH:27]=[CH:28][C:22]([Cl:21])=[CH:23][CH:24]=1)=[O:15], predict the reactants needed to synthesize it. The reactants are: C(Cl)(=O)C(Cl)=O.[CH3:7][O:8][C:9]1[CH:17]=[CH:16][C:12]([C:13]([OH:15])=O)=[CH:11][C:10]=1[N+:18]([O-])=O.[Cl:21][C:22]1[CH:28]=[CH:27][C:25]([NH2:26])=[CH:24][CH:23]=1. (8) Given the product [C:47]([O:46][C:45]([NH:44][CH2:43][CH2:42][C:22]1[CH:21]=[C:20]([C:2]([OH:1])([C:34]2[CH:39]=[CH:38][CH:37]=[CH:36][CH:35]=2)[C:3]([O:5][CH2:6][CH:7]2[CH2:12][CH2:11][N:10]([CH2:13][C:14]3[CH:15]=[CH:16][CH:17]=[CH:18][CH:19]=3)[CH2:9][CH2:8]2)=[O:4])[CH:25]=[CH:24][CH:23]=1)=[O:51])([CH3:50])([CH3:49])[CH3:48], predict the reactants needed to synthesize it. The reactants are: [OH:1][C:2]([C:34]1[CH:39]=[CH:38][CH:37]=[CH:36][CH:35]=1)([C:20]1[CH:25]=[CH:24][CH:23]=[C:22](OS(C(F)(F)F)(=O)=O)[CH:21]=1)[C:3]([O:5][CH2:6][CH:7]1[CH2:12][CH2:11][N:10]([CH2:13][C:14]2[CH:19]=[CH:18][CH:17]=[CH:16][CH:15]=2)[CH2:9][CH2:8]1)=[O:4].F[B-](F)(F)[CH2:42][CH2:43][NH:44][C:45](=[O:51])[O:46][C:47]([CH3:50])([CH3:49])[CH3:48].[K+].CC(OC1C=CC=C(OC(C)C)C=1C1C(P(C2CCCCC2)C2CCCCC2)=CC=CC=1)C.C(=O)([O-])[O-].[Cs+].[Cs+].